This data is from Full USPTO retrosynthesis dataset with 1.9M reactions from patents (1976-2016). The task is: Predict the reactants needed to synthesize the given product. (1) Given the product [Cl:1][C:2]1[CH:26]=[CH:25][CH:24]=[CH:23][C:3]=1[CH2:4][NH:5][C:6]1[N:11]=[C:10]([NH:12][CH2:13][CH:14]2[CH2:15][CH2:16][N:17]([C:37]([NH2:38])=[NH:36])[CH2:18][CH2:19]2)[C:9]([N+:20]([O-:22])=[O:21])=[CH:8][N:7]=1, predict the reactants needed to synthesize it. The reactants are: [Cl:1][C:2]1[CH:26]=[CH:25][CH:24]=[CH:23][C:3]=1[CH2:4][NH:5][C:6]1[N:11]=[C:10]([NH:12][CH2:13][CH:14]2[CH2:19][CH2:18][NH:17][CH2:16][CH2:15]2)[C:9]([N+:20]([O-:22])=[O:21])=[CH:8][N:7]=1.NCC1CCC(C[NH:36][C:37]2C([N+]([O-])=O)=CN=C(NCC3C=CC=CC=3Cl)[N:38]=2)CC1. (2) The reactants are: [F:1][C:2]1[N:7]=[C:6]([N:8]([CH3:10])[CH3:9])[CH:5]=[CH:4][CH:3]=1.[Br:11]N1C(=O)CCC1=O. Given the product [Br:11][C:3]1[CH:4]=[CH:5][C:6]([N:8]([CH3:10])[CH3:9])=[N:7][C:2]=1[F:1], predict the reactants needed to synthesize it. (3) The reactants are: [Cl:1][C:2]1[CH:7]=[CH:6][CH:5]=[CH:4][C:3]=1[O:8][CH3:9].Cl[CH2:11][CH2:12][C:13](Cl)=[O:14].S(=O)(=O)(O)O. Given the product [Cl:1][C:2]1[CH:7]=[C:6]2[C:5]([CH2:11][CH2:12][C:13]2=[O:14])=[CH:4][C:3]=1[O:8][CH3:9], predict the reactants needed to synthesize it.